From a dataset of Full USPTO retrosynthesis dataset with 1.9M reactions from patents (1976-2016). Predict the reactants needed to synthesize the given product. (1) Given the product [F:1][C:2]1[C:3]([C:22]([NH:24][CH2:25][C:26]2([C:32]3[CH:37]=[CH:36][CH:35]=[CH:34][N:33]=3)[CH2:27][CH2:28][N:29]([C:39]([O:41][CH3:42])=[O:40])[CH2:30][CH2:31]2)=[O:23])=[N:4][CH:5]=[CH:6][C:7]=1[S:8][C:9]1[S:13][C:12]([NH:14][C:15]2[CH:20]=[C:19]([CH3:21])[CH:18]=[CH:17][N:16]=2)=[N:11][CH:10]=1, predict the reactants needed to synthesize it. The reactants are: [F:1][C:2]1[C:3]([C:22]([NH:24][CH2:25][C:26]2([C:32]3[CH:37]=[CH:36][CH:35]=[CH:34][N:33]=3)[CH2:31][CH2:30][NH:29][CH2:28][CH2:27]2)=[O:23])=[N:4][CH:5]=[CH:6][C:7]=1[S:8][C:9]1[S:13][C:12]([NH:14][C:15]2[CH:20]=[C:19]([CH3:21])[CH:18]=[CH:17][N:16]=2)=[N:11][CH:10]=1.Cl[C:39]([O:41][CH3:42])=[O:40]. (2) Given the product [F:37][C:24]1[C:23]([CH3:38])=[C:22]([C:18]2[CH:19]=[CH:20][CH:21]=[C:16]([CH2:15][O:14][C:12]3[CH:11]=[CH:10][C:9]4[C@H:5]([CH2:4][C:3]([OH:39])=[O:2])[CH2:6][O:7][C:8]=4[CH:13]=3)[CH:17]=2)[C:27]([CH3:28])=[CH:26][C:25]=1[O:29][CH2:30][CH2:31][CH2:32][S:33]([CH3:36])(=[O:34])=[O:35], predict the reactants needed to synthesize it. The reactants are: C[O:2][C:3](=[O:39])[CH2:4][C@H:5]1[C:9]2[CH:10]=[CH:11][C:12]([O:14][CH2:15][C:16]3[CH:17]=[C:18]([C:22]4[C:27]([CH3:28])=[CH:26][C:25]([O:29][CH2:30][CH2:31][CH2:32][S:33]([CH3:36])(=[O:35])=[O:34])=[C:24]([F:37])[C:23]=4[CH3:38])[CH:19]=[CH:20][CH:21]=3)=[CH:13][C:8]=2[O:7][CH2:6]1.CO.[OH-].[Na+].Cl. (3) Given the product [Br:14][C:15]1[CH:16]=[C:17]([CH2:22][F:12])[C:18]([Cl:21])=[N:19][CH:20]=1, predict the reactants needed to synthesize it. The reactants are: [B-](F)(F)(F)F.CCN([S+](F)[F:12])CC.[Br:14][C:15]1[CH:16]=[C:17]([CH2:22]O)[C:18]([Cl:21])=[N:19][CH:20]=1.